Predict the reactants needed to synthesize the given product. From a dataset of Full USPTO retrosynthesis dataset with 1.9M reactions from patents (1976-2016). (1) The reactants are: [OH:1][C:2]1[C:7]([OH:8])=[CH:6][CH:5]=[CH:4][C:3]=1[C:9](=[O:11])[CH3:10].Br[CH2:13][CH2:14]Br.C(=O)([O-])[O-].[K+].[K+]. Given the product [O:8]1[C:7]2[CH:6]=[CH:5][CH:4]=[C:3]([C:9](=[O:11])[CH3:10])[C:2]=2[O:1][CH2:14][CH2:13]1, predict the reactants needed to synthesize it. (2) Given the product [NH2:22][C:17]1[CH:18]=[CH:19][CH:20]=[CH:21][C:16]=1[NH:15][C@@H:13]([CH3:14])[C@H:9]([NH:8][C:6]([O:5][C:1]([CH3:4])([CH3:3])[CH3:2])=[O:7])[C:10]([OH:12])=[O:11], predict the reactants needed to synthesize it. The reactants are: [C:1]([O:5][C:6]([NH:8][C@@H:9]([C@@H:13]([NH:15][C:16]1[CH:21]=[CH:20][CH:19]=[CH:18][C:17]=1[N+:22]([O-])=O)[CH3:14])[C:10]([OH:12])=[O:11])=[O:7])([CH3:4])([CH3:3])[CH3:2].